Dataset: Forward reaction prediction with 1.9M reactions from USPTO patents (1976-2016). Task: Predict the product of the given reaction. (1) Given the reactants FC(F)(F)S(O[C:7]1[CH:12]=[CH:11][C:10]([C@H:13]2[CH2:18][CH2:17][C@H:16]([CH2:19][CH2:20][CH3:21])[CH2:15][O:14]2)=[CH:9][C:8]=1[F:22])(=O)=O.[F:25][C:26]1[CH:27]=[C:28]([CH:50]=[C:51]([F:57])[C:52]=1[C:53]([F:56])([F:55])[F:54])[O:29][C:30]([F:49])([F:48])[C:31]1[C:36]([F:37])=[CH:35][C:34](B2OC(C)(C)C(C)(C)O2)=[CH:33][C:32]=1[F:47].C(=O)([O-])[O-].[Na+].[Na+], predict the reaction product. The product is: [F:25][C:26]1[CH:27]=[C:28]([CH:50]=[C:51]([F:57])[C:52]=1[C:53]([F:54])([F:56])[F:55])[O:29][C:30]([F:48])([F:49])[C:31]1[C:32]([F:47])=[CH:33][C:34]([C:7]2[CH:12]=[CH:11][C:10]([CH:13]3[CH2:18][CH2:17][CH:16]([CH2:19][CH2:20][CH3:21])[CH2:15][O:14]3)=[CH:9][C:8]=2[F:22])=[CH:35][C:36]=1[F:37]. (2) Given the reactants [Cl:1][C:2]1[CH:3]=[C:4]([OH:21])[CH:5]=[CH:6][C:7]=1[N:8]1[C:12]2[CH:13]=[CH:14][CH:15]=[C:16]([C:17]([F:20])([F:19])[F:18])[C:11]=2[N:10]=[CH:9]1.F[C:23]1[CH:28]=[CH:27][CH:26]=[C:25]([S:29]([CH3:32])(=[O:31])=[O:30])[CH:24]=1, predict the reaction product. The product is: [Cl:1][C:2]1[CH:3]=[C:4]([O:21][C:23]2[CH:28]=[CH:27][CH:26]=[C:25]([S:29]([CH3:32])(=[O:31])=[O:30])[CH:24]=2)[CH:5]=[CH:6][C:7]=1[N:8]1[C:12]2[CH:13]=[CH:14][CH:15]=[C:16]([C:17]([F:19])([F:20])[F:18])[C:11]=2[N:10]=[CH:9]1. (3) Given the reactants Br[C:2]1[CH:3]=[C:4]2[C:9](=[CH:10][CH:11]=1)[N:8]([C:12]1[C:16]3[CH2:17][N:18]([C:21](=[O:23])[CH3:22])[CH2:19][CH2:20][C:15]=3[N:14]([CH:24]3[CH2:27][O:26][CH2:25]3)[N:13]=1)[CH2:7][CH2:6][CH2:5]2.C([Sn](CCCC)(CCCC)[C:33]1[CH:38]=[CH:37][CH:36]=[CH:35][N:34]=1)CCC, predict the reaction product. The product is: [O:26]1[CH2:27][CH:24]([N:14]2[C:15]3[CH2:20][CH2:19][N:18]([C:21](=[O:23])[CH3:22])[CH2:17][C:16]=3[C:12]([N:8]3[C:9]4[C:4](=[CH:3][C:2]([C:33]5[CH:38]=[CH:37][CH:36]=[CH:35][N:34]=5)=[CH:11][CH:10]=4)[CH2:5][CH2:6][CH2:7]3)=[N:13]2)[CH2:25]1. (4) Given the reactants C(OC([NH:11][CH2:12][C:13]1[N:17]([CH2:18][C:19](OCC)=[O:20])[N:16]=[C:15]([C:24]2[CH:29]=[CH:28][CH:27]=[CH:26][N:25]=2)[N:14]=1)=O)C1C=CC=CC=1, predict the reaction product. The product is: [N:25]1[CH:26]=[CH:27][CH:28]=[CH:29][C:24]=1[C:15]1[N:14]=[C:13]2[CH2:12][NH:11][C:19](=[O:20])[CH2:18][N:17]2[N:16]=1. (5) The product is: [ClH:3].[Cl:3][C:4]1[CH:9]=[CH:8][C:7]([C@@H:10]2[O:16][CH2:15][CH2:14][NH:13][CH2:12][C@H:11]2[CH2:24][N:25]2[CH:30]=[CH:29][CH:28]=[C:27]([C:31]([OH:33])=[O:32])[C:26]2=[O:35])=[CH:6][C:5]=1[F:36]. Given the reactants [OH-].[Na+].[Cl:3][C:4]1[CH:9]=[CH:8][C:7]([C@@H:10]2[O:16][CH2:15][CH2:14][N:13](C(OC(C)(C)C)=O)[CH2:12][C@H:11]2[CH2:24][N:25]2[CH:30]=[CH:29][CH:28]=[C:27]([C:31]([O:33]C)=[O:32])[C:26]2=[O:35])=[CH:6][C:5]=1[F:36], predict the reaction product. (6) Given the reactants C[O:2][C:3](=[O:18])[C:4]1[CH:9]=[CH:8][C:7]([N:10]2[CH2:15][CH2:14][N:13]([CH3:16])[CH2:12][CH2:11]2)=[CH:6][C:5]=1[CH3:17].[OH-].[Na+], predict the reaction product. The product is: [CH3:17][C:5]1[CH:6]=[C:7]([N:10]2[CH2:11][CH2:12][N:13]([CH3:16])[CH2:14][CH2:15]2)[CH:8]=[CH:9][C:4]=1[C:3]([OH:18])=[O:2].